Dataset: Full USPTO retrosynthesis dataset with 1.9M reactions from patents (1976-2016). Task: Predict the reactants needed to synthesize the given product. (1) Given the product [F:28][C:18]([F:17])([F:27])[C@@H:19]1[CH2:24][CH2:23][CH2:22][NH:21][C@@H:20]1[CH2:25][NH:26][C:10](=[O:16])[O:11][C:12]([CH3:15])([CH3:14])[CH3:13], predict the reactants needed to synthesize it. The reactants are: C[C@@H]1CCCN[C@@H]1CN[C:10](=[O:16])[O:11][C:12]([CH3:15])([CH3:14])[CH3:13].[F:17][C:18]([F:28])([F:27])[C:19]1[C:20]([C:25]#[N:26])=[N:21][CH:22]=[CH:23][CH:24]=1. (2) Given the product [CH3:21][O:20][S:12]([O-:15])(=[O:14])=[O:13].[CH2:2]([N+:6]1[CH:10]=[CH:9][N:8]([CH3:11])[CH:7]=1)[CH2:3][CH2:4][CH3:5], predict the reactants needed to synthesize it. The reactants are: [Cl-].[CH2:2]([N+:6]1[CH:10]=[CH:9][N:8]([CH3:11])[CH:7]=1)[CH2:3][CH2:4][CH3:5].[S:12]([O:20][CH3:21])([O:15][Si](C)(C)C)(=[O:14])=[O:13]. (3) Given the product [S:9]([O:4][CH2:3][CH2:2][NH:1][CH2:5][CH2:6][O:7][S:9](=[O:11])(=[O:10])[OH:12])([OH:12])(=[O:11])=[O:10], predict the reactants needed to synthesize it. The reactants are: [NH:1]([CH2:5][CH2:6][OH:7])[CH2:2][CH2:3][OH:4].O[S:9]([OH:12])(=[O:11])=[O:10]. (4) Given the product [C:29]([C:20]1[CH:21]=[CH:22][C:23]([O:1][CH2:2][C:3]2[CH:4]=[C:5]([CH:15]=[CH:16][CH:17]=2)[O:6][C:7]2[CH:14]=[CH:13][C:10]([C:11]#[N:12])=[CH:9][N:8]=2)=[C:24]([CH2:25][CH2:26][CH3:27])[C:19]=1[OH:18])(=[O:31])[CH3:30], predict the reactants needed to synthesize it. The reactants are: [OH:1][CH2:2][C:3]1[CH:4]=[C:5]([CH:15]=[CH:16][CH:17]=1)[O:6][C:7]1[CH:14]=[CH:13][C:10]([C:11]#[N:12])=[CH:9][N:8]=1.[OH:18][C:19]1[C:24]([CH2:25][CH2:26][CH3:27])=[C:23](O)[CH:22]=[CH:21][C:20]=1[C:29](=[O:31])[CH3:30].C(P(CCCC)CCCC)CCC.N(C(N1CCCCC1)=O)=NC(N1CCCCC1)=O. (5) The reactants are: [C:1](#[N:3])C.[Cl:4][C:5]1[CH:10]=[C:9]([C:11]([F:14])([F:13])[F:12])[CH:8]=[CH:7][N+:6]=1[O-].C[Si](C#N)(C)C. Given the product [Cl:4][C:5]1[CH:10]=[C:9]([C:11]([F:14])([F:13])[F:12])[CH:8]=[C:7]([C:1]#[N:3])[N:6]=1, predict the reactants needed to synthesize it. (6) Given the product [Br:35][C:24]1[CH:25]=[CH:26][C:27]2[C:28]3[N:29]([CH2:30][C:31]([CH3:34])([OH:33])[CH3:32])[C:1]([CH2:2][CH2:3][CH3:4])=[N:18][C:19]=3[CH:20]=[N:21][C:22]=2[CH:23]=1, predict the reactants needed to synthesize it. The reactants are: [C:1](OC)(OC)(OC)[CH2:2][CH2:3][CH3:4].Cl.N1C=CC=CC=1.[NH2:18][C:19]1[CH:20]=[N:21][C:22]2[C:27]([C:28]=1[NH:29][CH2:30][C:31]([CH3:34])([OH:33])[CH3:32])=[CH:26][CH:25]=[C:24]([Br:35])[CH:23]=2.